The task is: Predict the reactants needed to synthesize the given product.. This data is from Full USPTO retrosynthesis dataset with 1.9M reactions from patents (1976-2016). Given the product [O:18]1[CH2:19][CH:16]([N:13]2[CH2:14][CH2:15][CH:10]([C:9]3[CH:8]=[CH:7][N:6]=[CH:5][C:4]=3[NH2:1])[CH2:11][CH2:12]2)[CH2:17]1, predict the reactants needed to synthesize it. The reactants are: [N+:1]([C:4]1[CH:5]=[N:6][CH:7]=[CH:8][C:9]=1[C:10]1[CH2:11][CH2:12][N:13]([CH:16]2[CH2:19][O:18][CH2:17]2)[CH2:14][CH:15]=1)([O-])=O.CCO.